From a dataset of Reaction yield outcomes from USPTO patents with 853,638 reactions. Predict the reaction yield, written as a fraction of the theoretical maximum amount of product (1.0 means a 100% yield; for example, 0.34 means a 34% yield). (1) The reactants are C1C=CC2N(O)N=NC=2C=1.O.C(N(CC)C(C)C)(C)C.[CH3:21][C@H:22]([NH:26][C:27]([O:29][C:30]([CH3:33])([CH3:32])[CH3:31])=[O:28])[C:23]([OH:25])=O.Cl.CN(C)CCCN=C=NCC.[NH2:46][CH:47]1[N:53]=[C:52]([C:54]2[CH:59]=[CH:58][CH:57]=[CH:56][CH:55]=2)[C:51]2[CH:60]=[CH:61][CH:62]=[CH:63][C:50]=2[N:49]([CH2:64][CH2:65][CH2:66][C:67]([F:70])([F:69])[F:68])[C:48]1=[O:71]. The catalyst is C1COCC1.C(Cl)Cl. The product is [C:30]([O:29][C:27]([NH:26][C@H:22]([C:23]([NH:46][CH:47]1[N:53]=[C:52]([C:54]2[CH:55]=[CH:56][CH:57]=[CH:58][CH:59]=2)[C:51]2[CH:60]=[CH:61][CH:62]=[CH:63][C:50]=2[N:49]([CH2:64][CH2:65][CH2:66][C:67]([F:69])([F:68])[F:70])[C:48]1=[O:71])=[O:25])[CH3:21])=[O:28])([CH3:33])([CH3:32])[CH3:31]. The yield is 0.830. (2) The reactants are [F:1][C:2]1[CH:9]=[CH:8][C:7]([CH:10](O)[C:11]([F:14])([F:13])[F:12])=[CH:6][C:3]=1[C:4]#[N:5].CCN(S(F)(F)[F:22])CC. The catalyst is C(Cl)Cl. The product is [F:1][C:2]1[CH:9]=[CH:8][C:7]([CH:10]([F:22])[C:11]([F:14])([F:13])[F:12])=[CH:6][C:3]=1[C:4]#[N:5]. The yield is 1.00. (3) The reactants are N(C(OCC)=O)=NC(OCC)=O.[CH3:13][S:14][C:15]1[C:24]2[C:19](=[CH:20][C:21]([OH:25])=[CH:22][CH:23]=2)[N:18]=[CH:17][N:16]=1.C1(P(C2C=CC=CC=2)C2C=CC=CC=2)C=CC=CC=1.[N:45]1([CH2:51][CH2:52][O:53][CH2:54][CH2:55]O)[CH2:50][CH2:49][O:48][CH2:47][CH2:46]1. The catalyst is C(Cl)Cl. The product is [CH3:13][S:14][C:15]1[C:24]2[C:19](=[CH:20][C:21]([O:25][CH2:55][CH2:54][O:53][CH2:52][CH2:51][N:45]3[CH2:50][CH2:49][O:48][CH2:47][CH2:46]3)=[CH:22][CH:23]=2)[N:18]=[CH:17][N:16]=1. The yield is 0.490.